Dataset: Forward reaction prediction with 1.9M reactions from USPTO patents (1976-2016). Task: Predict the product of the given reaction. (1) Given the reactants [CH3:1][O:2][C:3]1[CH:11]=[C:10]2[C:6]([CH2:7][CH2:8][C:9]2=[O:12])=[CH:5][CH:4]=1.[N:13](OCCC(C)C)=[O:14].Cl, predict the reaction product. The product is: [OH:14]/[N:13]=[C:8]1/[C:9](=[O:12])[C:10]2[C:6]([CH2:7]/1)=[CH:5][CH:4]=[C:3]([O:2][CH3:1])[CH:11]=2. (2) Given the reactants [NH2:1][C:2]1[CH:7]=[CH:6][C:5]([C:8]2[CH:9]=[C:10]3[C:14](=[CH:15][CH:16]=2)[C:13](=[O:17])[N:12]([C@@H:18]([CH:23]([CH3:25])[CH3:24])[C:19]([O:21][CH3:22])=[O:20])[CH2:11]3)=[CH:4][CH:3]=1.[F:26][C:27]1[CH:32]=[C:31]([F:33])[CH:30]=[CH:29][C:28]=1[S:34](Cl)(=[O:36])=[O:35], predict the reaction product. The product is: [F:26][C:27]1[CH:32]=[C:31]([F:33])[CH:30]=[CH:29][C:28]=1[S:34]([NH:1][C:2]1[CH:7]=[CH:6][C:5]([C:8]2[CH:9]=[C:10]3[C:14](=[CH:15][CH:16]=2)[C:13](=[O:17])[N:12]([C@@H:18]([CH:23]([CH3:25])[CH3:24])[C:19]([O:21][CH3:22])=[O:20])[CH2:11]3)=[CH:4][CH:3]=1)(=[O:36])=[O:35]. (3) Given the reactants [CH3:1][C:2]1[S:6][C:5]2[C:7](=O)[CH:8]([CH:10]([CH3:12])[CH3:11])[CH2:9][C:4]=2[C:3]=1[C:14]1[CH:19]=[CH:18][CH:17]=[CH:16][CH:15]=1.[H-].[H-].[H-].[H-].[Li+].[Al+3].O, predict the reaction product. The product is: [CH:10]([C:8]1[CH2:7][C:5]2[S:6][C:2]([CH3:1])=[C:3]([C:14]3[CH:15]=[CH:16][CH:17]=[CH:18][CH:19]=3)[C:4]=2[CH:9]=1)([CH3:12])[CH3:11]. (4) Given the reactants C([O:6][C@@H:7]([C:9]1[N:14]=[C:13]([N:15]2[CH2:20][CH2:19][N:18]([C:21]3[O:22][C:23]4[C:28]([N:29]=3)=[CH:27][CH:26]=[CH:25][N:24]=4)[CH2:17][CH2:16]2)[CH:12]=[CH:11][N:10]=1)[CH3:8])(=O)CCC.Cl.[OH-].[Na+], predict the reaction product. The product is: [N:29]1[C:28]2[C:23](=[N:24][CH:25]=[CH:26][CH:27]=2)[O:22][C:21]=1[N:18]1[CH2:17][CH2:16][N:15]([C:13]2[CH:12]=[CH:11][N:10]=[C:9]([C@H:7]([OH:6])[CH3:8])[N:14]=2)[CH2:20][CH2:19]1. (5) Given the reactants [F:1][C:2]1[CH:26]=[C:25]([N+:27]([O-])=O)[CH:24]=[CH:23][C:3]=1[O:4][C:5]1[CH:10]=[CH:9][C:8]([C:11]2[CH:16]=[CH:15][CH:14]=[CH:13][CH:12]=2)=[CH:7][C:6]=1[C:17]1[N:21]([CH3:22])[N:20]=[CH:19][CH:18]=1.[Cl-].[Cl-].[Ca+2], predict the reaction product. The product is: [F:1][C:2]1[CH:26]=[C:25]([CH:24]=[CH:23][C:3]=1[O:4][C:5]1[CH:10]=[CH:9][C:8]([C:11]2[CH:16]=[CH:15][CH:14]=[CH:13][CH:12]=2)=[CH:7][C:6]=1[C:17]1[N:21]([CH3:22])[N:20]=[CH:19][CH:18]=1)[NH2:27]. (6) The product is: [CH3:11][CH:12]1[NH:13][CH:14]([CH3:18])[CH2:15][N:16]([C:2]2[CH:7]=[CH:6][C:5]([N+:8]([O-:10])=[O:9])=[CH:4][CH:3]=2)[CH2:17]1. Given the reactants F[C:2]1[CH:7]=[CH:6][C:5]([N+:8]([O-:10])=[O:9])=[CH:4][CH:3]=1.[CH3:11][CH:12]1[CH2:17][NH:16][CH2:15][CH:14]([CH3:18])[NH:13]1, predict the reaction product. (7) The product is: [Cl:16][C:8]1[CH:9]=[C:10]([Cl:15])[C:11]([O:13][CH3:14])=[CH:12][C:7]=1[NH:6][C:4]1[C:3]([C:1]#[N:2])=[CH:17][N:18]=[C:19]2[CH:23]=[CH:22][S:21][C:20]=12. Given the reactants [C:1]([C:3](=[CH:17][NH:18][C:19]1[CH:23]=[CH:22][S:21][CH:20]=1)[C:4]([NH:6][C:7]1[CH:12]=[C:11]([O:13][CH3:14])[C:10]([Cl:15])=[CH:9][C:8]=1[Cl:16])=O)#[N:2].P(Cl)(Cl)(Cl)=O, predict the reaction product. (8) Given the reactants C[Al](C)C.[F:5][C:6]([F:10])([F:9])[CH2:7][NH2:8].C[O:12][C:13](=O)[C:14]1[CH:19]=[CH:18][C:17]([O:20][CH2:21][C:22]2[C:23]([C:28]3[CH:33]=[CH:32][C:31]([F:34])=[C:30]([F:35])[CH:29]=3)=[N:24][O:25][C:26]=2[CH3:27])=[N:16][CH:15]=1.O, predict the reaction product. The product is: [F:35][C:30]1[CH:29]=[C:28]([C:23]2[C:22]([CH2:21][O:20][C:17]3[CH:18]=[CH:19][C:14]([C:13]([NH:8][CH2:7][C:6]([F:10])([F:9])[F:5])=[O:12])=[CH:15][N:16]=3)=[C:26]([CH3:27])[O:25][N:24]=2)[CH:33]=[CH:32][C:31]=1[F:34]. (9) Given the reactants C([O:8][C:9]1[CH:14]=[CH:13][C:12]([C:15]2[CH:20]=[CH:19][CH:18]=[C:17]([CH2:21][N:22]3[C:30]4[C:25](=[CH:26][CH:27]=[CH:28][CH:29]=4)[C:24]([C:31]4[CH:36]=[CH:35][C:34]([C:37]([CH3:40])([CH3:39])[CH3:38])=[CH:33][CH:32]=4)=[C:23]3[C:41]([O:43]CC)=[O:42])[CH:16]=2)=[CH:11][CH:10]=1)C1C=CC=CC=1.[OH-].[Na+].Cl, predict the reaction product. The product is: [CH3:40][C:37]([C:34]1[CH:33]=[CH:32][C:31]([C:24]2[C:25]3[C:30](=[CH:29][CH:28]=[CH:27][CH:26]=3)[N:22]([CH2:21][C:17]3[CH:16]=[C:15]([C:12]4[CH:11]=[CH:10][C:9]([OH:8])=[CH:14][CH:13]=4)[CH:20]=[CH:19][CH:18]=3)[C:23]=2[C:41]([OH:43])=[O:42])=[CH:36][CH:35]=1)([CH3:38])[CH3:39]. (10) Given the reactants [NH:1]([C:17]([O:19][C:20]([CH3:23])([CH3:22])[CH3:21])=[O:18])[C@H:2]([C:4]([NH:6][C@H:7]([C:9]([NH:11][C@H:12]([C:14]([OH:16])=O)[CH3:13])=[O:10])[CH3:8])=[O:5])[CH3:3].[NH2:24][CH2:25][CH2:26][CH2:27][OH:28].C1COCC1, predict the reaction product. The product is: [NH:1]([C:17]([O:19][C:20]([CH3:23])([CH3:22])[CH3:21])=[O:18])[C@H:2]([C:4]([NH:6][C@H:7]([C:9]([NH:11][C@H:12]([C:14]([NH:24][CH2:25][CH2:26][CH2:27][OH:28])=[O:16])[CH3:13])=[O:10])[CH3:8])=[O:5])[CH3:3].